Task: Predict the product of the given reaction.. Dataset: Forward reaction prediction with 1.9M reactions from USPTO patents (1976-2016) (1) Given the reactants [Cl:1][C:2]1[C:11]2[C:6](=[CH:7][CH:8]=[CH:9][CH:10]=2)[C:5]([N:12]2[CH2:17][CH2:16][CH:15]([OH:18])[CH2:14][CH2:13]2)=[C:4]([C:19](=O)[CH3:20])[CH:3]=1.C([O-])(=O)C.[NH4+].C([BH3-])#[N:28].[Na+], predict the reaction product. The product is: [NH2:28][CH:19]([C:4]1[CH:3]=[C:2]([Cl:1])[C:11]2[C:6](=[CH:7][CH:8]=[CH:9][CH:10]=2)[C:5]=1[N:12]1[CH2:17][CH2:16][CH:15]([OH:18])[CH2:14][CH2:13]1)[CH3:20]. (2) Given the reactants Cl.[CH3:2][C:3]1([CH3:9])[O:8][CH2:7][CH2:6][NH:5][CH2:4]1.C(=O)([O-])[O-].[K+].[K+].[NH2:16][C:17]1[CH:18]=[C:19]([Cl:42])[C:20]2[N:24]=[C:23]([CH:25]([F:27])[F:26])[N:22]([C:28]3[N:33]=[C:32](Cl)[N:31]=[C:30]([N:35]4[CH2:40][CH2:39][O:38][CH2:37][CH2:36]4)[N:29]=3)[C:21]=2[CH:41]=1.O, predict the reaction product. The product is: [NH2:16][C:17]1[CH:18]=[C:19]([Cl:42])[C:20]2[N:24]=[C:23]([CH:25]([F:26])[F:27])[N:22]([C:28]3[N:33]=[C:32]([N:5]4[CH2:6][CH2:7][O:8][C:3]([CH3:9])([CH3:2])[CH2:4]4)[N:31]=[C:30]([N:35]4[CH2:40][CH2:39][O:38][CH2:37][CH2:36]4)[N:29]=3)[C:21]=2[CH:41]=1. (3) Given the reactants [F:1][CH:2]1[C:7]([F:15])([O:8][CH2:9][CH2:10][CH2:11][CH2:12][CH2:13][CH3:14])[C:6]([F:16])=[CH:5][CH:4]=[CH:3]1.C([Li])CCC.C([O:25][B:26](OC(C)C)[O:27]C(C)C)(C)C.Cl, predict the reaction product. The product is: [F:16][CH:6]1[C:7]([F:15])([O:8][CH2:9][CH2:10][CH2:11][CH2:12][CH2:13][CH3:14])[C:2]([F:1])=[CH:3][CH:4]=[C:5]1[B:26]([OH:27])[OH:25]. (4) Given the reactants [CH3:1][N:2]([C:4]([O:6][C:7]([CH3:10])([CH3:9])[CH3:8])=[O:5])[NH2:3].Cl.[C:12](=[NH:17])(OCC)[CH3:13].C(=O)([O-])[O-].[K+].[K+], predict the reaction product. The product is: [C:7]([O:6][C:4]([N:2]([CH3:1])[NH:3][C:12](=[NH:17])[CH3:13])=[O:5])([CH3:10])([CH3:9])[CH3:8]. (5) The product is: [CH3:21][C:19]([O:22][C:23]1[CH:28]=[CH:27][C:26]([O:29][C:30]2[CH:35]=[CH:34][CH:33]=[C:32]([CH2:36][NH:37][C:4](=[O:6])[C:3]3[CH:7]=[CH:8][C:9]([C:11]([F:14])([F:13])[F:12])=[CH:10][C:2]=3[CH3:1])[CH:31]=2)=[CH:25][C:24]=1[CH3:38])([CH3:20])[C:18]([OH:40])=[O:17]. Given the reactants [CH3:1][C:2]1[CH:10]=[C:9]([C:11]([F:14])([F:13])[F:12])[CH:8]=[CH:7][C:3]=1[C:4]([OH:6])=O.C([O:17][C:18](=[O:40])[C:19]([O:22][C:23]1[CH:28]=[CH:27][C:26]([O:29][C:30]2[CH:35]=[CH:34][CH:33]=[C:32]([CH2:36][NH2:37])[CH:31]=2)=[CH:25][C:24]=1[CH2:38]C)([CH3:21])[CH3:20])C, predict the reaction product. (6) Given the reactants [C:1]([C:5]1[CH:21]=[CH:20][C:8]([CH2:9][N:10]2[C:18]3[C:13](=[CH:14][C:15](Br)=[CH:16][CH:17]=3)[CH:12]=[CH:11]2)=[CH:7][CH:6]=1)([CH3:4])([CH3:3])[CH3:2].[F:22][C:23]([F:35])([F:34])[O:24][C:25]1[CH:30]=[CH:29][C:28](B(O)O)=[CH:27][CH:26]=1.ClCCl.C(=O)([O-])[O-].[K+].[K+], predict the reaction product. The product is: [C:1]([C:5]1[CH:21]=[CH:20][C:8]([CH2:9][N:10]2[C:18]3[C:13](=[CH:14][C:15]([C:28]4[CH:27]=[CH:26][C:25]([O:24][C:23]([F:22])([F:34])[F:35])=[CH:30][CH:29]=4)=[CH:16][CH:17]=3)[CH:12]=[CH:11]2)=[CH:7][CH:6]=1)([CH3:4])([CH3:3])[CH3:2]. (7) Given the reactants [Si:1]([O:18][CH2:19][CH:20]1[CH2:23][C:22]([C:24]2[CH:25]=[C:26]3[C:31](=[CH:32][CH:33]=2)[N:30]=[C:29]([C:34]2[CH:39]=[CH:38][CH:37]=[C:36]([Cl:40])[CH:35]=2)[N:28]([CH2:41][C:42]([O:44][CH3:45])=[O:43])[C:27]3=[O:46])=[CH:21]1)([C:14]([CH3:17])([CH3:16])[CH3:15])([C:8]1[CH:13]=[CH:12][CH:11]=[CH:10][CH:9]=1)[C:2]1[CH:7]=[CH:6][CH:5]=[CH:4][CH:3]=1.[H][H], predict the reaction product. The product is: [Si:1]([O:18][CH2:19][C@@H:20]1[CH2:23][C@H:22]([C:24]2[CH:25]=[C:26]3[C:31](=[CH:32][CH:33]=2)[N:30]=[C:29]([C:34]2[CH:39]=[CH:38][CH:37]=[C:36]([Cl:40])[CH:35]=2)[N:28]([CH2:41][C:42]([O:44][CH3:45])=[O:43])[C:27]3=[O:46])[CH2:21]1)([C:14]([CH3:17])([CH3:16])[CH3:15])([C:2]1[CH:7]=[CH:6][CH:5]=[CH:4][CH:3]=1)[C:8]1[CH:13]=[CH:12][CH:11]=[CH:10][CH:9]=1. (8) Given the reactants [NH2:1][CH2:2][C:3]1[CH:12]=[C:11]2[C:6]([CH2:7][CH2:8][CH:9]([NH:20][C:21](=[O:27])[O:22][C:23]([CH3:26])([CH3:25])[CH3:24])[CH:10]2[CH2:13][C:14]2[CH:19]=[CH:18][CH:17]=[CH:16][CH:15]=2)=[CH:5][CH:4]=1.C(N(CC)CC)C.[CH2:35]([S:37](Cl)(=[O:39])=[O:38])[CH3:36], predict the reaction product. The product is: [CH2:13]([CH:10]1[C:11]2[C:6](=[CH:5][CH:4]=[C:3]([CH2:2][NH:1][S:37]([CH2:35][CH3:36])(=[O:39])=[O:38])[CH:12]=2)[CH2:7][CH2:8][CH:9]1[NH:20][C:21](=[O:27])[O:22][C:23]([CH3:24])([CH3:26])[CH3:25])[C:14]1[CH:15]=[CH:16][CH:17]=[CH:18][CH:19]=1. (9) The product is: [CH3:24][O:23][C:21](=[O:22])[CH2:20][O:8][C:5]1[CH:6]=[CH:7][C:2]([F:1])=[C:3]([C:9]([F:10])([F:11])[F:12])[CH:4]=1. Given the reactants [F:1][C:2]1[CH:7]=[CH:6][C:5]([OH:8])=[CH:4][C:3]=1[C:9]([F:12])([F:11])[F:10].C(=O)([O-])[O-].[K+].[K+].Br[CH2:20][C:21]([O:23][CH3:24])=[O:22], predict the reaction product.